Dataset: hERG Central: cardiac toxicity at 1µM, 10µM, and general inhibition. Task: Predict hERG channel inhibition at various concentrations. (1) The compound is O=C(COc1ccc(S(=O)(=O)N2CCCC2)cc1Cl)NCc1cccnc1. Results: hERG_inhib (hERG inhibition (general)): blocker. (2) The molecule is O=C(NCc1cccnc1)c1cc(Sc2ccc(F)cc2F)nc2ccccc12. Results: hERG_inhib (hERG inhibition (general)): blocker. (3) The drug is CC(NCc1ccc(S(N)(=O)=O)cc1)C(=O)Nc1ccc([N+](=O)[O-])cc1Cl. Results: hERG_inhib (hERG inhibition (general)): blocker. (4) The drug is Cn1c(CCNC(=O)c2ccco2)nc2cc(NS(=O)(=O)c3ccc(Cl)cc3)ccc21. Results: hERG_inhib (hERG inhibition (general)): blocker.